This data is from Catalyst prediction with 721,799 reactions and 888 catalyst types from USPTO. The task is: Predict which catalyst facilitates the given reaction. (1) Reactant: O.[OH-].[Li+].[O:4]1[C:8]2([CH2:13][CH2:12][CH:11]([O:14][C:15]3[CH:20]=[C:19]([F:21])[CH:18]=[CH:17][C:16]=3[NH:22][C:23]3[C:24]4[C:31]([CH3:32])=[C:30]([C:33]([O:35]C)=[O:34])[S:29][C:25]=4[N:26]=[CH:27][N:28]=3)[CH2:10][CH2:9]2)[O:7][CH2:6][CH2:5]1. Product: [O:4]1[C:8]2([CH2:13][CH2:12][CH:11]([O:14][C:15]3[CH:20]=[C:19]([F:21])[CH:18]=[CH:17][C:16]=3[NH:22][C:23]3[C:24]4[C:31]([CH3:32])=[C:30]([C:33]([OH:35])=[O:34])[S:29][C:25]=4[N:26]=[CH:27][N:28]=3)[CH2:10][CH2:9]2)[O:7][CH2:6][CH2:5]1. The catalyst class is: 20. (2) Reactant: Cl.Cl.[C:3]1([C@H:9]2[CH2:13][CH2:12][N:11]([CH2:14][C@@H:15]3[CH2:19][C@H:18]([C:20]4[CH:25]=[CH:24][CH:23]=[CH:22][CH:21]=4)[CH2:17][NH:16]3)[CH2:10]2)[CH:8]=[CH:7][CH:6]=[CH:5][CH:4]=1.[N+](C1C=CC=CC=1S([NH:38][CH:39]([C:41]1[O:45][C:44]([C:46](O)=[O:47])=[CH:43][CH:42]=1)[CH3:40])(=O)=O)([O-])=O.C1CN([P+](ON2N=NC3C=CC=CC2=3)(N2CCCC2)N2CCCC2)CC1.F[P-](F)(F)(F)(F)F.CCN(C(C)C)C(C)C. Product: [NH2:38][CH:39]([C:41]1[O:45][C:44]([C:46]([N:16]2[CH2:17][C@@H:18]([C:20]3[CH:21]=[CH:22][CH:23]=[CH:24][CH:25]=3)[CH2:19][C@H:15]2[CH2:14][N:11]2[CH2:12][CH2:13][C@H:9]([C:3]3[CH:4]=[CH:5][CH:6]=[CH:7][CH:8]=3)[CH2:10]2)=[O:47])=[CH:43][CH:42]=1)[CH3:40]. The catalyst class is: 9. (3) Reactant: [C:1]([O:5][C:6]([N:8]1[CH2:12][CH2:11][C@@H:10]([C:13](O)=[O:14])[CH2:9]1)=[O:7])([CH3:4])([CH3:3])[CH3:2].B.C1COCC1. Product: [C:1]([O:5][C:6]([N:8]1[CH2:12][CH2:11][C@@H:10]([CH2:13][OH:14])[CH2:9]1)=[O:7])([CH3:4])([CH3:3])[CH3:2]. The catalyst class is: 1. (4) Product: [N:7]1([CH2:12][CH2:13][C:14]2[S:18][C:17]3[CH:19]=[CH:20][CH:21]=[CH:22][C:16]=3[C:15]=2[CH:23]([C:25]2[N:26]=[CH:27][S:28][CH:29]=2)[CH3:24])[CH2:8][CH2:9][CH2:10][CH2:11]1. The catalyst class is: 315. Reactant: I([O-])(=O)(=O)=O.[Na+].[N:7]1([CH2:12][CH2:13][C:14]2[S:18][C:17]3[CH:19]=[CH:20][CH:21]=[CH:22][C:16]=3[C:15]=2[C:23]([C:25]2[N:26]=[CH:27][S:28][CH:29]=2)=[CH2:24])[CH2:11][CH2:10][CH2:9][CH2:8]1.NN.N. (5) Reactant: [CH3:1][N:2]([CH3:17])[C:3]1[CH:12]=[CH:11][CH:10]=[C:9]2[C:4]=1[CH:5]=[CH:6][CH:7]=[C:8]2[S:13](Cl)(=[O:15])=[O:14].C(N(CC)C(C)C)(C)C.ClCCl.[NH2:30][CH2:31][CH2:32][CH2:33][CH2:34][N:35]1[C:47]2[C:46]3[CH:45]=[CH:44][CH:43]=[CH:42][C:41]=3[N:40]=[C:39]([NH2:48])[C:38]=2[N:37]=[C:36]1[CH2:49][CH2:50][CH2:51][CH3:52]. Product: [NH2:48][C:39]1[C:38]2[N:37]=[C:36]([CH2:49][CH2:50][CH2:51][CH3:52])[N:35]([CH2:34][CH2:33][CH2:32][CH2:31][NH:30][S:13]([C:8]3[C:9]4[C:4](=[C:3]([N:2]([CH3:17])[CH3:1])[CH:12]=[CH:11][CH:10]=4)[CH:5]=[CH:6][CH:7]=3)(=[O:15])=[O:14])[C:47]=2[C:46]2[CH:45]=[CH:44][CH:43]=[CH:42][C:41]=2[N:40]=1. The catalyst class is: 5. (6) Reactant: Cl[C:2]1[C:7]([Cl:8])=[C:6]([C:9]([F:12])([F:11])[F:10])[N:5]=[C:4]([NH2:13])[N:3]=1.[CH3:14][C@H:15]1[CH2:23][C:22]2[C:17](=[CH:18][C:19]([CH3:24])=[CH:20][CH:21]=2)[C@@H:16]1[NH2:25].C(=O)([O-])[O-].[K+].[K+]. Product: [Cl:8][C:7]1[C:2]([NH:25][C@H:16]2[C:17]3[C:22](=[CH:21][CH:20]=[C:19]([CH3:24])[CH:18]=3)[CH2:23][C@@H:15]2[CH3:14])=[N:3][C:4]([NH2:13])=[N:5][C:6]=1[C:9]([F:12])([F:11])[F:10]. The catalyst class is: 44. (7) The catalyst class is: 20. Reactant: C([O:4][CH2:5][CH2:6][CH2:7][CH2:8][CH2:9][CH:10]1[CH2:15][CH2:14][CH2:13][NH:12][CH2:11]1)(=O)C.[OH-].[K+].Cl[C:19]([O:21][CH2:22][C:23]1[CH:28]=[CH:27][CH:26]=[CH:25][CH:24]=1)=[O:20]. Product: [OH:4][CH2:5][CH2:6][CH2:7][CH2:8][CH2:9][CH:10]1[CH2:15][CH2:14][CH2:13][N:12]([C:19]([O:21][CH2:22][C:23]2[CH:28]=[CH:27][CH:26]=[CH:25][CH:24]=2)=[O:20])[CH2:11]1.